From a dataset of Choline transporter screen with 302,306 compounds. Binary Classification. Given a drug SMILES string, predict its activity (active/inactive) in a high-throughput screening assay against a specified biological target. (1) The drug is Clc1ccc(c2c(/[nH]c(nc2)N)=C2\C(=O)C=C(OCC)C=C2)cc1. The result is 0 (inactive). (2) The compound is S1C=2N(C(=C(C(N2)c2cc3OCOc3cc2)C(OC)=O)C)C(=O)C1. The result is 0 (inactive). (3) The molecule is Clc1cc2c(occ(c2=O)/C=N\O)cc1. The result is 0 (inactive). (4) The molecule is O=C(NC1CCCCCC1)COc1ccc(cc1)C(OC)=O. The result is 0 (inactive). (5) The molecule is s1c(C(=O)CCC(OCc2oc(nn2)c2ccccc2)=O)ccc1. The result is 0 (inactive). (6) The drug is S1C2(N(C(C1)C(O)=O)C(=O)CC2)c1cc2OCCOc2cc1. The result is 0 (inactive).